The task is: Predict the reaction yield, written as a fraction of the theoretical maximum amount of product (1.0 means a 100% yield; for example, 0.34 means a 34% yield).. This data is from Reaction yield outcomes from USPTO patents with 853,638 reactions. (1) The reactants are [NH2:1][CH2:2][C:3]1[C:4](=[O:11])[NH:5][C:6]([CH3:10])=[CH:7][C:8]=1[CH3:9].[CH3:12][C:13]1[N:17]([C:18]2[CH:23]=[CH:22][CH:21]=[CH:20][CH:19]=2)[N:16]=[CH:15][C:14]=1[C:24](O)=[O:25].C(N(CC)CC)C. The catalyst is ClCCl. The product is [CH3:9][C:8]1[CH:7]=[C:6]([CH3:10])[NH:5][C:4](=[O:11])[C:3]=1[CH2:2][NH:1][C:24]([C:14]1[CH:15]=[N:16][N:17]([C:18]2[CH:23]=[CH:22][CH:21]=[CH:20][CH:19]=2)[C:13]=1[CH3:12])=[O:25]. The yield is 0.260. (2) The reactants are [F:1][C:2]1[C:11]2[CH2:10][N:9]([C@H:12]([CH:16]([CH3:18])[CH3:17])[C:13]([OH:15])=O)[C:8](=[O:19])[C:7]3=[CH:20][NH:21][C:5]([C:6]=23)=[N:4][CH:3]=1.C1C=C2N=NN(O)C2=CC=1.O.CCN=C=NCCCN(C)C.Cl.[CH3:45][NH:46][CH2:47][C:48]#[N:49].CN1CCOCC1. The catalyst is CN(C=O)C. The product is [C:48]([CH2:47][N:46]([CH3:45])[C:13](=[O:15])[C@H:12]([N:9]1[C:8](=[O:19])[C:7]2=[CH:20][NH:21][C:5]3[C:6]2=[C:11]([C:2]([F:1])=[CH:3][N:4]=3)[CH2:10]1)[CH:16]([CH3:18])[CH3:17])#[N:49]. The yield is 0.440.